Task: Predict the reaction yield, written as a fraction of the theoretical maximum amount of product (1.0 means a 100% yield; for example, 0.34 means a 34% yield).. Dataset: Reaction yield outcomes from USPTO patents with 853,638 reactions (1) The reactants are Br[C:2]1[C:11]2[C:6](=[CH:7][CH:8]=[C:9]([OH:12])[CH:10]=2)[N:5]=[C:4]([C:13]2[CH:18]=[CH:17][C:16]([OH:19])=[C:15]([F:20])[CH:14]=2)[CH:3]=1.[CH3:21][Si:22]([C:25]#[C:26][Sn](CCCC)(CCCC)CCCC)([CH3:24])[CH3:23]. No catalyst specified. The product is [F:20][C:15]1[CH:14]=[C:13]([C:4]2[CH:3]=[C:2]([C:26]#[C:25][Si:22]([CH3:24])([CH3:23])[CH3:21])[C:11]3[C:6](=[CH:7][CH:8]=[C:9]([OH:12])[CH:10]=3)[N:5]=2)[CH:18]=[CH:17][C:16]=1[OH:19]. The yield is 0.940. (2) The reactants are [OH:1][C:2]1[CH:3]=[C:4]2[C:9](=[CH:10][C:11]=1[CH3:12])[N:8]=[CH:7][N:6]=[CH:5]2.Cl[C:14]1[C:23]2[C:18](=[CH:19][C:20]([O:26][CH3:27])=[C:21]([O:24][CH3:25])[CH:22]=2)[N:17]=[CH:16][CH:15]=1.O. The catalyst is CN(C)C1C=CN=CC=1.ClC1C=CC=CC=1Cl. The product is [CH3:25][O:24][C:21]1[CH:22]=[C:23]2[C:18](=[CH:19][C:20]=1[O:26][CH3:27])[N:17]=[CH:16][CH:15]=[C:14]2[O:1][C:2]1[CH:3]=[C:4]2[C:9](=[CH:10][C:11]=1[CH3:12])[N:8]=[CH:7][N:6]=[CH:5]2. The yield is 0.860.